This data is from Reaction yield outcomes from USPTO patents with 853,638 reactions. The task is: Predict the reaction yield, written as a fraction of the theoretical maximum amount of product (1.0 means a 100% yield; for example, 0.34 means a 34% yield). (1) The reactants are [CH:1]1[C:10]2[C:5](=[CH:6][CH:7]=[CH:8][CH:9]=2)[CH:4]=[C:3]([C:11]([OH:13])=O)[N:2]=1.CN(C(ON1N=NC2C=CC=CC1=2)=[N+](C)C)C.F[P-](F)(F)(F)(F)F.CCN(C(C)C)C(C)C.[CH3:47][O:48][C:49]([C:51]1[C:59]2[N:58]=[C:57]([NH2:60])[N:56]([CH2:61][C:62]3[CH:67]=[CH:66][CH:65]=[CH:64][CH:63]=3)[C:55]=2[CH:54]=[CH:53][CH:52]=1)=[O:50]. The catalyst is CN(C=O)C. The product is [CH3:47][O:48][C:49]([C:51]1[C:59]2[N:58]=[C:57]([NH:60][C:11]([C:3]3[N:2]=[CH:1][C:10]4[C:5]([CH:4]=3)=[CH:6][CH:7]=[CH:8][CH:9]=4)=[O:13])[N:56]([CH2:61][C:62]3[CH:67]=[CH:66][CH:65]=[CH:64][CH:63]=3)[C:55]=2[CH:54]=[CH:53][CH:52]=1)=[O:50]. The yield is 0.730. (2) The reactants are C(Cl)CCl.C1C=CC2N(O)N=NC=2C=1.C(N(CC)CC)C.[N+:22]([C:25]1[C:26]([C:30]([OH:32])=O)=[N:27][NH:28][CH:29]=1)([O-:24])=[O:23].Cl.Cl.[CH3:35][O:36][C:37]1[CH:38]=[C:39]([NH2:46])[C:40]([NH2:45])=[CH:41][C:42]=1[O:43][CH3:44]. The catalyst is CN(C=O)C. The product is [NH2:45][C:40]1[CH:41]=[C:42]([O:43][CH3:44])[C:37]([O:36][CH3:35])=[CH:38][C:39]=1[NH:46][C:30]([C:26]1[C:25]([N+:22]([O-:24])=[O:23])=[CH:29][NH:28][N:27]=1)=[O:32]. The yield is 0.360. (3) The reactants are [C:1]([C:3]1[CH:8]=[CH:7][C:6]([NH:9][CH:10]([C:16]2[CH:21]=[C:20]([CH:22]=[CH2:23])[CH:19]=[C:18]([O:24][CH3:25])[CH:17]=2)[C:11]([O:13][CH2:14][CH3:15])=[O:12])=[CH:5][CH:4]=1)#[N:2]. The catalyst is CCO.C1COCC1.[Pd]. The product is [C:1]([C:3]1[CH:8]=[CH:7][C:6]([NH:9][CH:10]([C:16]2[CH:17]=[C:18]([O:24][CH3:25])[CH:19]=[C:20]([CH2:22][CH3:23])[CH:21]=2)[C:11]([O:13][CH2:14][CH3:15])=[O:12])=[CH:5][CH:4]=1)#[N:2]. The yield is 0.990. (4) The reactants are [CH:1]([NH:4]C(C)C)(C)[CH3:2].C([Li])CCC.[C:13](#[N:17])[CH:14]([CH3:16])[CH3:15].O.[O:19]1[CH2:23][CH2:22][CH2:21][CH2:20]1. The catalyst is CCCCCC. The product is [OH:19][CH:23]([C:22]1[CH:2]=[CH:1][N:4]=[CH:20][CH:21]=1)[C:14]([CH3:16])([CH3:15])[C:13]#[N:17]. The yield is 0.716. (5) The reactants are FC(F)(F)C(O)=O.C(OC([N:15]1[CH2:20][CH2:19][CH:18]([C:21]2[CH:26]=[C:25]([F:27])[C:24]([O:28][CH2:29][C:30]3[CH:35]=[CH:34][CH:33]=[CH:32][CH:31]=3)=[CH:23][C:22]=2[O:36][CH2:37][C:38]2[CH:43]=[CH:42][CH:41]=[CH:40][CH:39]=2)[CH2:17][CH2:16]1)=O)(C)(C)C.O. The catalyst is ClCCl. The product is [CH2:37]([O:36][C:22]1[CH:23]=[C:24]([O:28][CH2:29][C:30]2[CH:31]=[CH:32][CH:33]=[CH:34][CH:35]=2)[C:25]([F:27])=[CH:26][C:21]=1[CH:18]1[CH2:17][CH2:16][NH:15][CH2:20][CH2:19]1)[C:38]1[CH:43]=[CH:42][CH:41]=[CH:40][CH:39]=1. The yield is 1.00. (6) The reactants are [Br:1][C:2]1[CH:10]=[C:9]([O:11][CH3:12])[C:8]([OH:13])=[CH:7][C:3]=1[C:4]([O-:6])=[O:5].[Br:14][C:15]1[C:20]([C:21]([O:23][CH2:24][CH3:25])=[O:22])=[CH:19][CH:18]=[C:17]([O:26][CH3:27])[C:16]=1[OH:28].C([O-])([O-])=O.[K+].[K+].[CH3:35][O:36][C:37]1[CH:45]=[CH:44][C:40]([C:41](Cl)=O)=[CH:39][CH:38]=1. No catalyst specified. The product is [Br:1][C:2]1[CH:10]=[C:9]([O:11][CH3:12])[C:8]([O:13][CH2:21][C:20]2[CH:15]=[CH:16][C:17]([O:26][CH3:27])=[CH:18][CH:19]=2)=[CH:7][C:3]=1[C:4]([O:6][CH2:37][CH3:38])=[O:5].[Br:14][C:15]1[C:20]([C:21]([O:23][CH2:24][CH3:25])=[O:22])=[CH:19][CH:18]=[C:17]([O:26][CH3:27])[C:16]=1[O:28][CH2:41][C:40]1[CH:44]=[CH:45][C:37]([O:36][CH3:35])=[CH:38][CH:39]=1. The yield is 0.960. (7) The reactants are [Cl:1]/[C:2](/[C:6]1[CH:11]=[CH:10][C:9]([Cl:12])=[CH:8][CH:7]=1)=[CH:3]\[CH2:4]O.S(Cl)([Cl:15])=O. The catalyst is C1(C)C=CC=CC=1.CN(C)C=O. The product is [Cl:12][C:9]1[CH:10]=[CH:11][C:6](/[C:2](/[Cl:1])=[CH:3]/[CH2:4][Cl:15])=[CH:7][CH:8]=1. The yield is 1.00. (8) The reactants are C([NH:4][C:5]1[S:6][C:7]([C:22]([O:24][CH2:25][CH3:26])=[O:23])=[C:8]([O:10][CH2:11][C:12]2[CH:17]=[CH:16][CH:15]=[CH:14][C:13]=2[C:18]([F:21])([F:20])[F:19])[N:9]=1)(=O)C.N.CO. No catalyst specified. The product is [NH2:4][C:5]1[S:6][C:7]([C:22]([O:24][CH2:25][CH3:26])=[O:23])=[C:8]([O:10][CH2:11][C:12]2[CH:17]=[CH:16][CH:15]=[CH:14][C:13]=2[C:18]([F:21])([F:19])[F:20])[N:9]=1. The yield is 0.870. (9) The reactants are [C:1]([OH:4])(=[O:3])[CH3:2].C(C1C=CC(C2C=CC(O)=C(C3NC4C=CC(C(N)=N)=CC=4N=3)C=2)=CC=1)(=N)N.O[NH:34][C:35]([C:37]1[CH:62]=[CH:61][C:40]2[NH:41][C:42]([C:44]3[CH:49]=[CH:48][C:47]([C:50]4[CH:55]=[CH:54][C:53]([C:56](=[NH:59])[NH:57]O)=[CH:52][C:51]=4[CH3:60])=[CH:46][CH:45]=3)=[N:43][C:39]=2[CH:38]=1)=[NH:36]. No catalyst specified. The product is [C:1]([OH:4])(=[O:3])[CH3:2].[C:56]([C:53]1[CH:54]=[CH:55][C:50]([C:47]2[CH:46]=[CH:45][C:44]([C:42]3[NH:41][C:40]4[CH:61]=[CH:62][C:37]([C:35]([NH2:36])=[NH:34])=[CH:38][C:39]=4[N:43]=3)=[CH:49][CH:48]=2)=[C:51]([CH3:60])[CH:52]=1)(=[NH:57])[NH2:59]. The yield is 0.820.